Task: Regression. Given two drug SMILES strings and cell line genomic features, predict the synergy score measuring deviation from expected non-interaction effect.. Dataset: NCI-60 drug combinations with 297,098 pairs across 59 cell lines (1) Cell line: NCI-H460. Drug 1: C1=NNC2=C1C(=O)NC=N2. Synergy scores: CSS=24.3, Synergy_ZIP=-0.181, Synergy_Bliss=1.27, Synergy_Loewe=-15.7, Synergy_HSA=1.11. Drug 2: CCN(CC)CCCC(C)NC1=C2C=C(C=CC2=NC3=C1C=CC(=C3)Cl)OC. (2) Drug 1: C1CN1P(=S)(N2CC2)N3CC3. Drug 2: CC1=C(N=C(N=C1N)C(CC(=O)N)NCC(C(=O)N)N)C(=O)NC(C(C2=CN=CN2)OC3C(C(C(C(O3)CO)O)O)OC4C(C(C(C(O4)CO)O)OC(=O)N)O)C(=O)NC(C)C(C(C)C(=O)NC(C(C)O)C(=O)NCCC5=NC(=CS5)C6=NC(=CS6)C(=O)NCCC[S+](C)C)O. Cell line: NCI-H226. Synergy scores: CSS=23.1, Synergy_ZIP=-5.97, Synergy_Bliss=-2.32, Synergy_Loewe=-7.43, Synergy_HSA=1.25. (3) Drug 1: COC1=CC(=CC(=C1O)OC)C2C3C(COC3=O)C(C4=CC5=C(C=C24)OCO5)OC6C(C(C7C(O6)COC(O7)C8=CC=CS8)O)O. Drug 2: CN(C)N=NC1=C(NC=N1)C(=O)N. Cell line: NCI-H226. Synergy scores: CSS=15.9, Synergy_ZIP=-4.45, Synergy_Bliss=-4.01, Synergy_Loewe=-42.7, Synergy_HSA=-5.70. (4) Drug 2: CC1C(C(CC(O1)OC2CC(CC3=C2C(=C4C(=C3O)C(=O)C5=C(C4=O)C(=CC=C5)OC)O)(C(=O)CO)O)N)O.Cl. Synergy scores: CSS=24.1, Synergy_ZIP=-4.08, Synergy_Bliss=-4.00, Synergy_Loewe=-4.82, Synergy_HSA=-2.54. Drug 1: C1C(C(OC1N2C=C(C(=O)NC2=O)F)CO)O. Cell line: T-47D.